From a dataset of Full USPTO retrosynthesis dataset with 1.9M reactions from patents (1976-2016). Predict the reactants needed to synthesize the given product. Given the product [Br:19][CH2:15][C:13]1[C:12]([F:17])=[CH:11][CH:10]=[C:9]([C:3]2[C:2]([CH3:1])=[CH:7][CH:6]=[CH:5][C:4]=2[CH3:8])[N:14]=1, predict the reactants needed to synthesize it. The reactants are: [CH3:1][C:2]1[CH:7]=[CH:6][CH:5]=[C:4]([CH3:8])[C:3]=1[C:9]1[N:14]=[C:13]([CH2:15]O)[C:12]([F:17])=[CH:11][CH:10]=1.P(Br)(Br)[Br:19].